From a dataset of Reaction yield outcomes from USPTO patents with 853,638 reactions. Predict the reaction yield, written as a fraction of the theoretical maximum amount of product (1.0 means a 100% yield; for example, 0.34 means a 34% yield). (1) The catalyst is C(O)(=O)C. The reactants are Br.C(OC(=O)[NH:8][C@H:9]1[CH2:14][CH2:13][C@H:12]([CH:15]2[CH2:28][C:27]3[C:26]4[C:21](=[CH:22][CH:23]=[C:24]([O:29]C)[CH:25]=4)[N:20]=[CH:19][C:18]=3[O:17][CH2:16]2)[CH2:11][CH2:10]1)(C)(C)C. The yield is 0.870. The product is [NH2:8][C@H:9]1[CH2:10][CH2:11][C@H:12]([CH:15]2[CH2:28][C:27]3[C:26]4[C:21](=[CH:22][CH:23]=[C:24]([OH:29])[CH:25]=4)[N:20]=[CH:19][C:18]=3[O:17][CH2:16]2)[CH2:13][CH2:14]1. (2) The product is [Cl:10][C:11]1[C:16]([N+:17]([O-:19])=[O:18])=[C:15]([NH:1][C:2]2[CH:7]=[CH:6][CH:5]=[CH:4][N:3]=2)[CH:14]=[C:13]([CH3:21])[N:12]=1. The reactants are [NH2:1][C:2]1[CH:7]=[CH:6][CH:5]=[CH:4][N:3]=1.[H-].[Na+].[Cl:10][C:11]1[C:16]([N+:17]([O-:19])=[O:18])=[C:15](Cl)[CH:14]=[C:13]([CH3:21])[N:12]=1.[NH4+].[Cl-]. The catalyst is C1COCC1. The yield is 0.370.